This data is from Experimentally validated miRNA-target interactions with 360,000+ pairs, plus equal number of negative samples. The task is: Binary Classification. Given a miRNA mature sequence and a target amino acid sequence, predict their likelihood of interaction. (1) The miRNA is mmu-miR-330-5p with sequence UCUCUGGGCCUGUGUCUUAGGC. The protein sequence of the target gene is MAAPAGGGGSAVSVLAPNGRRHTVKVTPSTVLLQVLEDTCRRQDFNPSEYDLKFQRTVLDLSLQWRFANLPNNAKLEMVPVSRSREGPENIVRIAFQLDDGSRLQDAFCSRQTLWELLSHFAQTRERLQQLGEKTPVCVYMRNEVTGRAALQNTTLQSLGLTGGSATIRFVIKQCDTAGKQESIAVRSKAPGSPVSSLSADQASSSTLLPLNSGEFSRGDLNHEGDANTSGTGLEGGPKPTDAQTKQSTSEPASAPFVPFSGGGQRLGGPSASLRPLTSPSANSSKSFSGPGGPSKPKKP.... Result: 0 (no interaction). (2) The miRNA is mmu-miR-5126 with sequence GCGGGCGGGGCCGGGGGCGGGG. The protein sequence of the target gene is MRRSKAYGERYLASVQGSAPSPGKKLRGFYFAKLYYEAKEYDLAKKYVCTYLSVQERDPRAHRFLGLLYELEENTEKAVECYRRSLELNPPQKDLVLKIAELLCKNDVTDGRAKYWVERAAKLFPGSPAIYKLKEHLLDCEGEDGWNKLFDWIQSELYVRPDDVHMNIRLVELYRSNKRLKDAVARCHEAERNIALRSSLEWNSCVVQTLKEYLESLQCLESDKSDWRATNTDLLLAYANLMLLTLSTRDVQESRELLESFDSALQSAKSSLGGNDELSATFLEMKGHFYMHAGSLLLKM.... Result: 0 (no interaction). (3) The protein sequence of the target gene is MGDWSALGKLLDKVQAYSTAGGKVWLSVLFIFRILLLGTAVESAWGDEQSAFRCNTQQPGCENVCYDKSFPISHVRFWVLQIIFVSVPTLLYLAHVFYVMRKEEKLNKKEEELKVAQTDGVNVDMHLKQIEIKKFKYGIEEHGKVKMRGGLLRTYIISILFKSIFEVAFLLIQWYIYGFSLSAVYTCKRDPCPHQVDCFLSRPTEKTIFIIFMLVVSLVSLALNIIELFYVFFKGVKDRVKGKSDPYHATSGALSPAKDCGSQKYAYFNGCSSPTAPLSPMSPPGYKLVTGDRNNSSCRN.... The miRNA is hsa-miR-222-3p with sequence AGCUACAUCUGGCUACUGGGU. Result: 1 (interaction). (4) The miRNA is hsa-miR-4632-3p with sequence UGCCGCCCUCUCGCUGCUCUAG. The protein sequence of the target gene is MLDIKAWAEYVVEWAAKDPYGFLTTVILALTPLFLASAVLSWKLAKMIEAREKEQKKKQKRQENIAKAKRLKKD. Result: 0 (no interaction). (5) The miRNA is hsa-miR-4424 with sequence AGAGUUAACUCAAAAUGGACUA. The protein sequence of the target gene is MKTKFCTGGEAEPSPLGLLLSCGGNAAPTPGVGQQRDAAGELESKQLGGRTQPLALPPPPPPPLPLPPPPSPPLADEQPEPRTRRRAYLWCKEFLPGAWRGLREDQFHISVIRGGLSNMLFQCSLPDSIASVGDEPRKVLLRLYGAILKMRSCNKEGSEQAQNENEFQGAEAMVLESVMFAILAERSLGPKLFGIFPQGRLEQFIPSRRLDTEELRLPDISAEIAEKMATFHGMKMPFNKEPKWLFGTMEKYLNQVLRLKFSREARVQQLHKILSYNLPLELENLRSLLQYTRSPVVFCH.... Result: 0 (no interaction). (6) The miRNA is mmu-miR-758-3p with sequence UUUGUGACCUGGUCCACUA. The protein sequence of the target gene is MKKRKELNALIGLAGDHRRKKTKQGSGSHRLLRTEPPDSDSESSTDEEEFGAIGNRSRFVKGDYARCCKICCPLCAFVILAACVVASVGLVWMQMALKEDLDVLKEKFRTMESNQKSSFQEIPKLNEELLSKQKQLEKIESGELGLSRVWINITEMNKQISLLSSAVNHLKASVKSAADLLSLPSTVEGLQKSVASIGNTLNSVHLAVEVIQKTVDEHRTTLGLLQGSMENNGSNQILPSPSPPSELDNKSHSESAKQDILYLHNSLEEVNSTVVEYQRQNDLKLKGMSETLSNLTQRLS.... Result: 1 (interaction). (7) The miRNA is mmu-miR-450b-3p with sequence AUUGGGAACAUUUUGCAUGCAU. The protein sequence of the target gene is MEAQSYCAKLLGELNEQRKRDFFCDCSIIVEGRIFKAHRNILFANSGYFRALLLHYIQDSGRHSTASLDIVTSDAFSTILDFLYSGKLDLCGENVIEVMSAASYLQMNEVVNFCKTYIRSSLDICRKMEKEAAVAAAMAAAAAAAAAAAHQIDSESPSSGLEGTSCGTKSFVSSPVDGEGSLDCTISSCDDCHPLELVAKDSQGSGVSDNDLCVVPRRVEPKVEFDVARVEVEADEQLQQYAAPLAHMEEGLPSNQALDLTYSSYHVKQFLEALLRNGAVQSKDDLDCHSSRGLEGRLEG.... Result: 0 (no interaction). (8) The miRNA is hsa-miR-376c-3p with sequence AACAUAGAGGAAAUUCCACGU. The protein sequence of the target gene is MTAMLTLETMASEEEYGPRNCVVCGDRATGYHFHALTCEGCKGFFRRTVSKTIGPICPFAGRCEVSKAQRRHCPACRLQKCLNVGMRKDMILSAEALALRRARQAQRRAEKASLQLNQQQKELVQILLGAHTRHVGPMFDQFVQFKPPAYLFMHHRPFQPRGPVLPLLTHFADINTFMVQQIIKFTKDLPLFRSLTMEDQISLLKGAAVEILHISLNTTFCLQTENFFCGPLCYKMEDAVHAGFQYEFLESILHFHKNLKGLHLQEPEYVLMAATALFSPDRPGVTQREEIDQLQEEMAL.... Result: 0 (no interaction). (9) The miRNA is hsa-miR-548aw with sequence GUGCAAAAGUCAUCACGGUU. The protein sequence of the target gene is MFQFHAGSWESWCCCCLIPADRPWDRGQHWQLEMADTRSVHETRFEAAVKVIQSLPKNGSFQPTNEMMLKFYSFYKQATEGPCKLSRPGFWDPIGRYKWDAWSSLGDMTKEEAMIAYVEEMKKIIETMPMTEKVEELLRVIGPFYEIVEDKKSGRSSDITSVRLEKISKCLEDLGNVLTSTPNAKTVNGKAESSDSGAESEEEEAQEEVKGAEQSDNDKKMMKKSADHKNLEVIVTNGYDKDGFVQDIQNDIHASSSLNGRSTEEVKPIDENLGQTGKSAVCIHQDINDDHVEDVTGIQH.... Result: 1 (interaction).